Dataset: Full USPTO retrosynthesis dataset with 1.9M reactions from patents (1976-2016). Task: Predict the reactants needed to synthesize the given product. (1) Given the product [F:38][CH:2]([F:1])[C:3]1[C:4]([F:37])=[C:5]([S:26](=[O:28])(=[O:27])[NH:29][C@@H:30]([CH2:35][CH3:36])[C:31]([F:32])([F:34])[F:33])[CH:6]=[CH:7][C:8]=1[C:9]1[S:13][C:12]([C:14]2[N:18]=[C:17]([CH2:19][C:20]([OH:23])([CH3:21])[CH3:22])[O:16][N:15]=2)=[N:11][C:10]=1[C:24]([OH:41])=[O:25], predict the reactants needed to synthesize it. The reactants are: [F:1][CH:2]([F:38])[C:3]1[C:4]([F:37])=[C:5]([S:26]([NH:29][C@@H:30]([CH2:35][CH3:36])[C:31]([F:34])([F:33])[F:32])(=[O:28])=[O:27])[CH:6]=[CH:7][C:8]=1[C:9]1[S:13][C:12]([C:14]2[N:18]=[C:17]([CH2:19][C:20]([OH:23])([CH3:22])[CH3:21])[O:16][N:15]=2)=[N:11][C:10]=1[CH2:24][OH:25].C(O)(=[O:41])C.C(O)(=O)C.IC1C=CC=CC=1.CC1(C)N([O])C(C)(C)CCC1. (2) Given the product [CH2:16]([Sn:5]([CH2:1][CH2:2][CH2:3][CH3:4])([CH2:12][CH2:13][CH2:14][CH3:15])[C:6]1[CH2:10][CH2:9][CH:8]([OH:11])[CH:7]=1)[CH2:17][CH2:18][CH3:19], predict the reactants needed to synthesize it. The reactants are: [CH2:1]([Sn:5]([CH2:16][CH2:17][CH2:18][CH3:19])([CH2:12][CH2:13][CH2:14][CH3:15])[C:6]1[CH2:10][CH2:9][C:8](=[O:11])[CH:7]=1)[CH2:2][CH2:3][CH3:4].[H-].[Al+3].[Li+].[H-].[H-].[H-].[OH-].[Na+].S([O-])([O-])(=O)=O.[Mg+2]. (3) Given the product [NH2:29][CH:1]([C:4]1[CH:5]=[C:6]([Cl:22])[C:7]([CH2:19][C:20]#[N:21])=[C:8]([C:17]#[N:18])[C:9]=1[C:10]1[CH:15]=[CH:14][CH:13]=[C:12]([F:16])[CH:11]=1)[CH3:2], predict the reactants needed to synthesize it. The reactants are: [C:1]([C:4]1[CH:5]=[C:6]([Cl:22])[C:7]([CH2:19][C:20]#[N:21])=[C:8]([C:17]#[N:18])[C:9]=1[C:10]1[CH:15]=[CH:14][CH:13]=[C:12]([F:16])[CH:11]=1)(=O)[CH3:2].C([O-])(=O)C.[NH4+].C([BH3-])#[N:29].[Na+]. (4) Given the product [Br:1][C:2]1[S:3][CH:4]=[CH:5][C:6]=1[NH:12][C:15](=[O:34])[O:26][CH:24]([C:19]1[CH:20]=[CH:21][CH:22]=[CH:23][C:18]=1[Cl:17])[CH3:25], predict the reactants needed to synthesize it. The reactants are: [Br:1][C:2]1[S:3][CH:4]=[CH:5][C:6]=1C(O)=O.C([N:12]([CH2:15]C)CC)C.[Cl:17][C:18]1[CH:23]=[CH:22][CH:21]=[CH:20][C:19]=1[CH:24]([OH:26])[CH3:25].C1(P(N=[N+]=[N-])(C2C=CC=CC=2)=[O:34])C=CC=CC=1. (5) Given the product [CH2:13]([CH:15]([O:20][C@H:21]1[CH2:26][CH2:25][C@H:24]([N:27]2[C:32](=[O:33])[C:31]([CH2:34][C:35]3[CH:36]=[CH:37][C:38]([C:41]4[CH:46]=[CH:45][CH:44]=[CH:43][C:42]=4[C:47]4[NH:3][C:4](=[O:7])[O:5][N:48]=4)=[CH:39][CH:40]=3)=[C:30]([CH2:49][CH2:50][CH3:51])[N:29]3[N:52]=[C:53]([CH3:55])[N:54]=[C:28]23)[CH2:23][CH2:22]1)[C:16]([OH:19])([CH3:17])[CH3:18])[CH3:14], predict the reactants needed to synthesize it. The reactants are: [Cl-].O[NH3+:3].[C:4](=[O:7])([O-])[OH:5].[Na+].CS(C)=O.[CH2:13]([CH:15]([O:20][C@H:21]1[CH2:26][CH2:25][C@H:24]([N:27]2[C:32](=[O:33])[C:31]([CH2:34][C:35]3[CH:40]=[CH:39][C:38]([C:41]4[C:42]([C:47]#[N:48])=[CH:43][CH:44]=[CH:45][CH:46]=4)=[CH:37][CH:36]=3)=[C:30]([CH2:49][CH2:50][CH3:51])[N:29]3[N:52]=[C:53]([CH3:55])[N:54]=[C:28]23)[CH2:23][CH2:22]1)[C:16]([OH:19])([CH3:18])[CH3:17])[CH3:14]. (6) Given the product [CH2:11]([N:4]1[C:5]([C:7]([O:9][CH3:10])=[O:25])=[CH:6][C:2]([O:22][CH2:19][C:12]2[CH:17]=[CH:16][CH:15]=[CH:14][CH:13]=2)=[N:3]1)[C:12]1[CH:17]=[CH:16][CH:15]=[CH:14][CH:13]=1, predict the reactants needed to synthesize it. The reactants are: O[C:2]1[CH:6]=[C:5]([C:7]([O:9][CH3:10])=O)[NH:4][N:3]=1.[CH2:11](Br)[C:12]1[CH:17]=[CH:16][CH:15]=[CH:14][CH:13]=1.[C:19](=[O:22])([O-])[O-].[K+].[K+].[OH2:25]. (7) Given the product [CH2:1]([O:3][C:4](=[O:12])[C:5]1[CH:10]=[C:9]([C:25]#[C:24][Si:21]([CH3:23])([CH3:22])[CH3:20])[CH:8]=[N:7][CH:6]=1)[CH3:2], predict the reactants needed to synthesize it. The reactants are: [CH2:1]([O:3][C:4](=[O:12])[C:5]1[CH:10]=[C:9](Br)[CH:8]=[N:7][CH:6]=1)[CH3:2].C(N(CC)CC)C.[CH3:20][Si:21]([C:24]#[CH:25])([CH3:23])[CH3:22].